From a dataset of Full USPTO retrosynthesis dataset with 1.9M reactions from patents (1976-2016). Predict the reactants needed to synthesize the given product. (1) Given the product [NH3:13].[Cl:7][C:8]1[CH:9]=[CH:10][C:11]2[CH2:12][N:26]([CH3:25])[CH2:14][CH:15]([C:19]3[S:20][CH:21]=[C:22]([CH3:24])[N:23]=3)[O:16][C:17]=2[N:18]=1, predict the reactants needed to synthesize it. The reactants are: C=O.C(O)(=O)C.[Cl:7][C:8]1[CH:9]=[CH:10][C:11]2[CH2:12][NH:13][CH2:14][CH:15]([C:19]3[S:20][CH:21]=[C:22]([CH3:24])[N:23]=3)[O:16][C:17]=2[N:18]=1.[C:25]([BH3-])#[N:26].[Na+]. (2) Given the product [Cl:1][C:2]1[CH:3]=[C:4]([N+:9]([O-:11])=[O:10])[CH:5]=[C:6]([CH:7]=1)[CH2:8][Br:19], predict the reactants needed to synthesize it. The reactants are: [Cl:1][C:2]1[CH:3]=[C:4]([N+:9]([O-:11])=[O:10])[CH:5]=[C:6]([CH3:8])[CH:7]=1.C1C(=O)N([Br:19])C(=O)C1.